This data is from Forward reaction prediction with 1.9M reactions from USPTO patents (1976-2016). The task is: Predict the product of the given reaction. (1) Given the reactants [NH2:1][C:2]1[CH:7]=[CH:6][C:5]([CH3:8])=[CH:4][C:3]=1[CH2:9][OH:10].Cl[CH2:12][CH2:13][N:14]([CH2:25][CH2:26]Cl)S(C1C=CC(C)=CC=1)(=O)=O, predict the reaction product. The product is: [CH3:8][C:5]1[CH:6]=[CH:7][C:2]([N:1]2[CH2:26][CH2:25][NH:14][CH2:13][CH2:12]2)=[C:3]([CH2:9][OH:10])[CH:4]=1. (2) Given the reactants [NH2:1][C:2]1[C:7]([C:8]#[N:9])=[C:6]([C:10]2[CH:15]=[CH:14][C:13]([O:16][CH2:17][CH2:18][O:19][CH3:20])=[CH:12][CH:11]=2)[C:5]([C:21]#[N:22])=[C:4]([SH:23])[N:3]=1.C(=O)(O)[O-].[Na+].Cl[CH2:30][C:31]1[N:32]=[C:33]([C:36]2[CH:41]=[CH:40][CH:39]=[CH:38][CH:37]=2)[S:34][CH:35]=1.O, predict the reaction product. The product is: [NH2:1][C:2]1[C:7]([C:8]#[N:9])=[C:6]([C:10]2[CH:11]=[CH:12][C:13]([O:16][CH2:17][CH2:18][O:19][CH3:20])=[CH:14][CH:15]=2)[C:5]([C:21]#[N:22])=[C:4]([S:23][CH2:30][C:31]2[N:32]=[C:33]([C:36]3[CH:37]=[CH:38][CH:39]=[CH:40][CH:41]=3)[S:34][CH:35]=2)[N:3]=1. (3) Given the reactants [CH3:1][C:2]1[CH:7]=[CH:6][CH:5]=[C:4]([C:8]#[C:9][CH:10]=[C:11]2[CH2:16][CH2:15][NH:14][CH2:13][CH2:12]2)[N:3]=1.Cl[C:18]1[N:19]=[C:20]2[CH:25]=[CH:24][CH:23]=[CH:22][N:21]2[C:26]=1[N+:27]([O-:29])=[O:28].C(N(CC)CC)C, predict the reaction product. The product is: [CH3:1][C:2]1[N:3]=[C:4]([C:8]#[C:9][CH:10]=[C:11]2[CH2:12][CH2:13][N:14]([C:18]3[N:19]=[C:20]4[CH:25]=[CH:24][CH:23]=[CH:22][N:21]4[C:26]=3[N+:27]([O-:29])=[O:28])[CH2:15][CH2:16]2)[CH:5]=[CH:6][CH:7]=1. (4) Given the reactants [CH3:1][N:2]([CH2:4][C:5]1[CH:22]=[CH:21][C:8]([O:9][CH:10]2[CH2:13][N:12](C(OC(C)(C)C)=O)[CH2:11]2)=[CH:7][C:6]=1C)[CH3:3].N1CC(OC2C=CC([CH2:35][N:36]([CH3:38])[CH3:37])=C(C)C=2)C1.CN1CCNCC1.[Cl:47]C1C=C(O)C=CC=1C=O, predict the reaction product. The product is: [NH:12]1[CH2:11][CH:10]([O:9][C:8]2[CH:21]=[CH:22][C:5]([CH2:4][N:2]3[CH2:1][CH2:37][N:36]([CH3:38])[CH2:35][CH2:3]3)=[C:6]([Cl:47])[CH:7]=2)[CH2:13]1. (5) Given the reactants [NH2:1][C:2]1[CH:3]=[C:4]([CH:34]=[CH:35][C:36]=1[O:37][CH3:38])[C:5]([O:7][C@H:8]([C:19]1[CH:24]=[CH:23][C:22]([O:25][CH:26]([F:28])[F:27])=[C:21]([O:29][CH2:30][CH:31]2[CH2:33][CH2:32]2)[CH:20]=1)[CH2:9][C:10]1[C:15]([Cl:16])=[CH:14][N+:13]([O-:17])=[CH:12][C:11]=1[Cl:18])=[O:6].[C:39]([O:43][C:44](=[O:49])[CH2:45][C:46](O)=[O:47])([CH3:42])([CH3:41])[CH3:40].C(Cl)CCl, predict the reaction product. The product is: [C:39]([O:43][C:44](=[O:49])[CH2:45][C:46]([NH:1][C:2]1[CH:3]=[C:4]([CH:34]=[CH:35][C:36]=1[O:37][CH3:38])[C:5]([O:7][C@H:8]([C:19]1[CH:24]=[CH:23][C:22]([O:25][CH:26]([F:28])[F:27])=[C:21]([O:29][CH2:30][CH:31]2[CH2:32][CH2:33]2)[CH:20]=1)[CH2:9][C:10]1[C:15]([Cl:16])=[CH:14][N+:13]([O-:17])=[CH:12][C:11]=1[Cl:18])=[O:6])=[O:47])([CH3:42])([CH3:41])[CH3:40].